From a dataset of Catalyst prediction with 721,799 reactions and 888 catalyst types from USPTO. Predict which catalyst facilitates the given reaction. (1) Reactant: [Cl:1][C:2]1[S:6][C:5]([C:7]2[N:8]([CH2:17][C:18]3[CH:23]=[CH:22][CH:21]=[CH:20][C:19]=3[F:24])[C:9](=[O:16])[N:10]([CH2:12][C:13](O)=[O:14])[CH:11]=2)=[CH:4][CH:3]=1.C1C=CC2N(O)N=NC=2C=1.CCN=C=NCCCN(C)C.Cl.[F:47][C:48]([F:60])([F:59])[C:49]1[CH:50]=[C:51]([C:55]([NH2:58])([CH3:57])[CH3:56])[CH:52]=[CH:53][CH:54]=1. Product: [Cl:1][C:2]1[S:6][C:5]([C:7]2[N:8]([CH2:17][C:18]3[CH:23]=[CH:22][CH:21]=[CH:20][C:19]=3[F:24])[C:9](=[O:16])[N:10]([CH2:12][C:13]([NH:58][C:55]([CH3:57])([C:51]3[CH:52]=[CH:53][CH:54]=[C:49]([C:48]([F:59])([F:60])[F:47])[CH:50]=3)[CH3:56])=[O:14])[CH:11]=2)=[CH:4][CH:3]=1. The catalyst class is: 18. (2) Reactant: C(NC(C)C)(C)C.C([Li])CCC.[C:13]([N:16]1[CH2:21][CH2:20][CH2:19][C:18](=[O:22])[CH2:17]1)(=[O:15])[CH3:14].[F:23][C:24]([F:43])([F:42])[S:25](N(C1C=CC=CC=1)[S:25]([C:24]([F:43])([F:42])[F:23])(=[O:27])=[O:26])(=[O:27])=[O:26]. Product: [F:23][C:24]([F:43])([F:42])[S:25]([O:22][C:18]1[CH2:19][CH2:20][CH2:21][N:16]([C:13](=[O:15])[CH3:14])[CH:17]=1)(=[O:27])=[O:26]. The catalyst class is: 1. (3) Reactant: [C:1]([O:5][C:6]([N:8]1[CH2:13][CH2:12][CH:11]([C:14]([OH:16])=O)[CH2:10][CH2:9]1)=[O:7])([CH3:4])([CH3:3])[CH3:2].O.[NH2:18][NH2:19]. Product: [C:1]([O:5][C:6]([N:8]1[CH2:13][CH2:12][CH:11]([C:14]([NH:18][NH2:19])=[O:16])[CH2:10][CH2:9]1)=[O:7])([CH3:4])([CH3:3])[CH3:2]. The catalyst class is: 5.